Task: Predict the reactants needed to synthesize the given product.. Dataset: Full USPTO retrosynthesis dataset with 1.9M reactions from patents (1976-2016) Given the product [NH2:12][C:4]1[C:5]2[N:9]=[CH:8][N:7]([CH3:10])[C:6]=2[CH:11]=[C:2]([Br:1])[CH:3]=1, predict the reactants needed to synthesize it. The reactants are: [Br:1][C:2]1[CH:3]=[C:4]([N+:12]([O-])=O)[C:5]2[N:9]=[CH:8][N:7]([CH3:10])[C:6]=2[CH:11]=1.C.O.NN.